From a dataset of Forward reaction prediction with 1.9M reactions from USPTO patents (1976-2016). Predict the product of the given reaction. (1) Given the reactants [C:1](Cl)(=O)[C:2]([Cl:4])=[O:3].[N+:7]([C:10]1[CH:11]=C([CH:16]=[CH:17][CH:18]=1)C(O)=O)([O-:9])=[O:8].CN(C=O)C, predict the reaction product. The product is: [N+:7]([C:10]1[CH:11]=[C:1]([CH:16]=[CH:17][CH:18]=1)[C:2]([Cl:4])=[O:3])([O-:9])=[O:8]. (2) Given the reactants Cl[C:2]1[N:7]=[N:6][C:5]([C:8]([NH2:10])=[O:9])=[C:4]([NH:11][C:12]2[CH:17]=[CH:16][C:15]([F:18])=[C:14]([CH:19]([CH3:21])[CH3:20])[N:13]=2)[CH:3]=1.[NH2:22][C@@H:23]1[CH2:28][CH2:27][O:26][CH2:25][C@@H:24]1[NH:29][C:30](=[O:36])[O:31][C:32]([CH3:35])([CH3:34])[CH3:33], predict the reaction product. The product is: [C:8]([C:5]1[N:6]=[N:7][C:2]([NH:22][C@@H:23]2[CH2:28][CH2:27][O:26][CH2:25][C@@H:24]2[NH:29][C:30](=[O:36])[O:31][C:32]([CH3:34])([CH3:33])[CH3:35])=[CH:3][C:4]=1[NH:11][C:12]1[CH:17]=[CH:16][C:15]([F:18])=[C:14]([CH:19]([CH3:21])[CH3:20])[N:13]=1)(=[O:9])[NH2:10].